Dataset: NCI-60 drug combinations with 297,098 pairs across 59 cell lines. Task: Regression. Given two drug SMILES strings and cell line genomic features, predict the synergy score measuring deviation from expected non-interaction effect. (1) Drug 1: CC1=C(C=C(C=C1)NC2=NC=CC(=N2)N(C)C3=CC4=NN(C(=C4C=C3)C)C)S(=O)(=O)N.Cl. Drug 2: CN(CCCl)CCCl.Cl. Cell line: CCRF-CEM. Synergy scores: CSS=42.6, Synergy_ZIP=1.30, Synergy_Bliss=-2.33, Synergy_Loewe=-21.5, Synergy_HSA=-2.99. (2) Drug 1: CC1C(C(=O)NC(C(=O)N2CCCC2C(=O)N(CC(=O)N(C(C(=O)O1)C(C)C)C)C)C(C)C)NC(=O)C3=C4C(=C(C=C3)C)OC5=C(C(=O)C(=C(C5=N4)C(=O)NC6C(OC(=O)C(N(C(=O)CN(C(=O)C7CCCN7C(=O)C(NC6=O)C(C)C)C)C)C(C)C)C)N)C. Drug 2: CC(C)CN1C=NC2=C1C3=CC=CC=C3N=C2N. Cell line: NCIH23. Synergy scores: CSS=0.0625, Synergy_ZIP=-4.51, Synergy_Bliss=-8.48, Synergy_Loewe=-20.7, Synergy_HSA=-9.96.